From a dataset of Forward reaction prediction with 1.9M reactions from USPTO patents (1976-2016). Predict the product of the given reaction. Given the reactants C(=O)([O-])[O-].[K+].[K+].[C:7]1(B(O)O)[CH:12]=[CH:11][CH:10]=[CH:9][CH:8]=1.[Cl:16][C:17]1[CH:18]=[C:19]([N+:24]([O-:26])=[O:25])[CH:20]=[CH:21][C:22]=1I.C1COCC1, predict the reaction product. The product is: [Cl:16][C:17]1[CH:18]=[C:19]([N+:24]([O-:26])=[O:25])[CH:20]=[CH:21][C:22]=1[C:7]1[CH:12]=[CH:11][CH:10]=[CH:9][CH:8]=1.